This data is from Reaction yield outcomes from USPTO patents with 853,638 reactions. The task is: Predict the reaction yield, written as a fraction of the theoretical maximum amount of product (1.0 means a 100% yield; for example, 0.34 means a 34% yield). (1) The reactants are [F:1][C:2]1[CH:10]=[C:9]2[C:5]([C:6]([CH:11]=[O:12])=[CH:7][NH:8]2)=[CH:4][CH:3]=1.N1C2C(=CC=CC=2)C=[C:14]1C(OCC)=O. No catalyst specified. The product is [F:1][C:2]1[CH:10]=[C:9]2[C:5]([C:6]([CH:11]=[O:12])=[CH:7][N:8]2[CH3:14])=[CH:4][CH:3]=1. The yield is 0.940. (2) The reactants are C([O:3][C:4]([C:6]1[CH:10]=[C:9]([C:11]2[CH:16]=[C:15]([Cl:17])[CH:14]=[CH:13][C:12]=2[F:18])[O:8][N:7]=1)=O)C.[H-].[Al+3].[Li+].[H-].[H-].[H-]. The catalyst is O1CCCC1. The product is [Cl:17][C:15]1[CH:14]=[CH:13][C:12]([F:18])=[C:11]([C:9]2[O:8][N:7]=[C:6]([CH2:4][OH:3])[CH:10]=2)[CH:16]=1. The yield is 0.990. (3) The reactants are [CH3:1][O:2][C:3]1[CH:8]=[CH:7][C:6]([C:9]2[NH:10][C:11](=O)[O:12][C:13]=2[C:14]2[CH:19]=[CH:18][C:17]([O:20][CH3:21])=[CH:16][CH:15]=2)=[CH:5][CH:4]=1.N.P(Cl)(Cl)([Cl:26])=O. No catalyst specified. The product is [Cl:26][C:11]1[O:12][C:13]([C:14]2[CH:19]=[CH:18][C:17]([O:20][CH3:21])=[CH:16][CH:15]=2)=[C:9]([C:6]2[CH:7]=[CH:8][C:3]([O:2][CH3:1])=[CH:4][CH:5]=2)[N:10]=1. The yield is 0.480. (4) The reactants are [CH2:1]([O:3][C:4](=[O:28])[CH2:5][NH:6][C:7]1[CH:12]=[C:11]([Cl:13])[C:10]([O:14][C:15]2[CH:20]=[CH:19][C:18]([O:21][CH3:22])=[C:17]([CH:23]([CH2:25][CH3:26])[CH3:24])[CH:16]=2)=[C:9]([Cl:27])[CH:8]=1)[CH3:2].Br[CH2:30][C:31]([O:33][CH2:34][CH3:35])=[O:32].C(N(C(C)C)CC)(C)C. The catalyst is CN(C=O)C.C(OCC)(=O)C. The product is [CH2:1]([O:3][C:4](=[O:28])[CH2:5][N:6]([C:7]1[CH:12]=[C:11]([Cl:13])[C:10]([O:14][C:15]2[CH:20]=[CH:19][C:18]([O:21][CH3:22])=[C:17]([CH:23]([CH2:25][CH3:26])[CH3:24])[CH:16]=2)=[C:9]([Cl:27])[CH:8]=1)[CH2:30][C:31]([O:33][CH2:34][CH3:35])=[O:32])[CH3:2]. The yield is 0.470. (5) The reactants are [CH3:1][O:2][C:3](=[O:14])[CH2:4][CH2:5][CH2:6][CH2:7][CH2:8][CH2:9][CH2:10][C:11](O)=[O:12].B.CSC.C([O-])([O-])=O.[K+].[K+]. The catalyst is C1COCC1. The product is [CH3:1][O:2][C:3](=[O:14])[CH2:4][CH2:5][CH2:6][CH2:7][CH2:8][CH2:9][CH2:10][CH2:11][OH:12]. The yield is 0.550. (6) The catalyst is C(O)C. The product is [CH:6]1([CH2:5][CH:4]([C:13]2[CH:18]=[CH:17][C:16]([S:19]([CH3:22])(=[O:21])=[O:20])=[CH:15][CH:14]=2)[C:3]([OH:23])=[O:2])[CH2:12][CH2:11][CH2:10][CH2:9][CH2:8][CH2:7]1. The yield is 0.860. The reactants are C[O:2][C:3](=[O:23])[CH:4]([C:13]1[CH:18]=[CH:17][C:16]([S:19]([CH3:22])(=[O:21])=[O:20])=[CH:15][CH:14]=1)[CH2:5][CH:6]1[CH2:12][CH2:11][CH2:10][CH2:9][CH2:8][CH2:7]1.[OH-].[Na+]. (7) The reactants are [CH3:1][O:2][C:3]1[CH:4]=[C:5]2[C:10](=[CH:11][C:12]=1[O:13][CH3:14])[N:9]=[CH:8][N:7]=[C:6]2[O:15][C:16]1[CH:22]=[CH:21][C:19]([NH2:20])=[C:18]([F:23])[CH:17]=1.ClC(Cl)(O[C:28](=[O:34])OC(Cl)(Cl)Cl)Cl.Cl.[CH2:37]([NH2:40])[C:38]#[CH:39].C(=O)([O-])O.[Na+]. The catalyst is C(Cl)(Cl)Cl.C(N(CC)CC)C. The product is [CH3:1][O:2][C:3]1[CH:4]=[C:5]2[C:10](=[CH:11][C:12]=1[O:13][CH3:14])[N:9]=[CH:8][N:7]=[C:6]2[O:15][C:16]1[CH:22]=[CH:21][C:19]([NH:20][C:28]([NH:40][CH2:37][C:38]#[CH:39])=[O:34])=[C:18]([F:23])[CH:17]=1. The yield is 0.330. (8) The reactants are [Br:1]Br.[F:3][C:4]1[CH:11]=[C:10]([O:12][CH3:13])[CH:9]=[CH:8][C:5]=1[CH:6]=[O:7].S([O-])(O)=O.[Na+].O. The catalyst is CO. The product is [Br:1][C:9]1[C:10]([O:12][CH3:13])=[CH:11][C:4]([F:3])=[C:5]([CH:8]=1)[CH:6]=[O:7]. The yield is 0.900. (9) The reactants are [C:1]1([CH3:24])[CH:6]=[C:5]([CH3:7])[CH:4]=[C:3]([CH3:8])[C:2]=1[CH2:9][C:10]1[N:14]([CH3:15])[C:13]2[C:16]([C:20](OC)=[O:21])=[CH:17][CH:18]=[CH:19][C:12]=2[N:11]=1.[CH2:25]([Li])[CH3:26].[CH:28]1C=CC=C[CH:29]=1.C1CCCCC1.[Cl-].[NH4+]. The catalyst is O1CCCC1. The product is [C:1]1([CH3:24])[CH:6]=[C:5]([CH3:7])[CH:4]=[C:3]([CH3:8])[C:2]=1[CH2:9][C:10]1[N:14]([CH3:15])[C:13]2[C:16]([C:20]([OH:21])([CH2:25][CH3:26])[CH2:28][CH3:29])=[CH:17][CH:18]=[CH:19][C:12]=2[N:11]=1. The yield is 0.420.